Dataset: Forward reaction prediction with 1.9M reactions from USPTO patents (1976-2016). Task: Predict the product of the given reaction. (1) Given the reactants [Cl:1][C:2]1[CH:7]=[CH:6][N:5]2[C:8]([C:20]#[N:21])=[C:9]([CH2:11][NH:12]C(=O)OC(C)(C)C)[N:10]=[C:4]2[CH:3]=1, predict the reaction product. The product is: [NH2:12][CH2:11][C:9]1[N:10]=[C:4]2[CH:3]=[C:2]([Cl:1])[CH:7]=[CH:6][N:5]2[C:8]=1[C:20]#[N:21]. (2) Given the reactants FC1C=CC(N2C(C(O)=O)=CN=C2SCC2C(F)=CC=C(F)C=2F)=CC=1.[F:27][C:28]1[CH:33]=[CH:32][C:31]([N:34]2[C:38]([C:39]([O:41]CC)=[O:40])=[C:37]([CH3:44])[N:36]=[C:35]2[S:45][CH2:46][C:47]2[C:52]([F:53])=[CH:51][CH:50]=[C:49]([F:54])[C:48]=2[F:55])=[CH:30][CH:29]=1.[Li+].[OH-], predict the reaction product. The product is: [F:27][C:28]1[CH:33]=[CH:32][C:31]([N:34]2[C:38]([C:39]([OH:41])=[O:40])=[C:37]([CH3:44])[N:36]=[C:35]2[S:45][CH2:46][C:47]2[C:52]([F:53])=[CH:51][CH:50]=[C:49]([F:54])[C:48]=2[F:55])=[CH:30][CH:29]=1. (3) Given the reactants [H-].[Na+].[C:3]([O:7][C:8]([N:10]1[CH2:15][CH2:14][CH:13]([OH:16])[CH2:12][CH2:11]1)=[O:9])([CH3:6])([CH3:5])[CH3:4].Cl[C:18]1[CH:23]=[CH:22][C:21]([N+:24]([O-:26])=[O:25])=[CH:20][N:19]=1, predict the reaction product. The product is: [N+:24]([C:21]1[CH:22]=[CH:23][C:18]([O:16][CH:13]2[CH2:14][CH2:15][N:10]([C:8]([O:7][C:3]([CH3:6])([CH3:4])[CH3:5])=[O:9])[CH2:11][CH2:12]2)=[N:19][CH:20]=1)([O-:26])=[O:25]. (4) Given the reactants [I:1][C:2]1[CH:7]=[CH:6][N:5]=[C:4]([O:8][CH3:9])[C:3]=1[C:10]1[NH:11][C:12]2[C:17]([CH:18]=1)=[CH:16][CH:15]=[C:14]([NH2:19])[CH:13]=2.[Cl:20][C:21]1[CH:22]=[C:23]([CH:27]=[CH:28][CH:29]=1)[C:24](O)=[O:25].CN(C(ON1N=NC2C=CC=NC1=2)=[N+](C)C)C.F[P-](F)(F)(F)(F)F.O, predict the reaction product. The product is: [Cl:20][C:21]1[CH:22]=[C:23]([CH:27]=[CH:28][CH:29]=1)[C:24]([NH:19][C:14]1[CH:13]=[C:12]2[C:17]([CH:18]=[C:10]([C:3]3[C:4]([O:8][CH3:9])=[N:5][CH:6]=[CH:7][C:2]=3[I:1])[NH:11]2)=[CH:16][CH:15]=1)=[O:25]. (5) Given the reactants [O:1]=[C:2]1[CH:7]([CH2:8][C:9]2[N:10]=[CH:11][N:12]3[C:21]4[C:16](=[CH:17][C:18](OS(C(F)(F)F)(=O)=O)=[CH:19][CH:20]=4)[CH2:15][CH2:14][C:13]=23)[CH2:6][CH2:5][CH2:4][N:3]1[C:30]([O:32][C:33]([CH3:36])([CH3:35])[CH3:34])=[O:31].[C:37]1(P([C:37]2[CH:42]=[CH:41][CH:40]=[CH:39][CH:38]=2)[C:37]2[CH:42]=[CH:41][CH:40]=[CH:39][CH:38]=2)[CH:42]=[CH:41][CH:40]=[CH:39][CH:38]=1.C1(B(O)O)C=CC=CC=1.C(=O)([O-])[O-].[Na+].[Na+], predict the reaction product. The product is: [O:1]=[C:2]1[CH:7]([CH2:8][C:9]2[N:10]=[CH:11][N:12]3[C:21]4[C:16](=[CH:17][C:18]([C:37]5[CH:42]=[CH:41][CH:40]=[CH:39][CH:38]=5)=[CH:19][CH:20]=4)[CH2:15][CH2:14][C:13]=23)[CH2:6][CH2:5][CH2:4][N:3]1[C:30]([O:32][C:33]([CH3:36])([CH3:34])[CH3:35])=[O:31].